This data is from Forward reaction prediction with 1.9M reactions from USPTO patents (1976-2016). The task is: Predict the product of the given reaction. (1) Given the reactants [OH-].[Na+].C[O:4][C:5](=[O:28])[CH2:6][CH2:7][C:8]([C:10]1[C:18]2[C:13](=[CH:14][CH:15]=[C:16]([Cl:19])[CH:17]=2)[N:12]([CH2:20][C:21]2[CH:26]=[CH:25][C:24]([Br:27])=[CH:23][CH:22]=2)[CH:11]=1)=[O:9].Cl, predict the reaction product. The product is: [Br:27][C:24]1[CH:23]=[CH:22][C:21]([CH2:20][N:12]2[C:13]3[C:18](=[CH:17][C:16]([Cl:19])=[CH:15][CH:14]=3)[C:10]([C:8](=[O:9])[CH2:7][CH2:6][C:5]([OH:28])=[O:4])=[CH:11]2)=[CH:26][CH:25]=1. (2) Given the reactants [CH:1]1([S:4][C:5]2[CH:12]=[CH:11][C:10]([N+:13]([O-:15])=[O:14])=[CH:9][C:6]=2[CH:7]=O)[CH2:3][CH2:2]1.[CH3:16][NH2:17].[BH4-].[Na+], predict the reaction product. The product is: [CH:1]1([S:4][C:5]2[CH:12]=[CH:11][C:10]([N+:13]([O-:15])=[O:14])=[CH:9][C:6]=2[CH2:7][NH:17][CH3:16])[CH2:3][CH2:2]1. (3) Given the reactants [CH2:1]([O:3][C:4]([C:6]1[N:7]=[C:8]([N:11]2[CH2:14][CH:13](OS(C)(=O)=O)[CH2:12]2)[S:9][CH:10]=1)=[O:5])[CH3:2].[C:20]([O-:23])(=[S:22])[CH3:21].[K+], predict the reaction product. The product is: [C:20]([S:22][CH:13]1[CH2:12][N:11]([C:8]2[S:9][CH:10]=[C:6]([C:4]([O:3][CH2:1][CH3:2])=[O:5])[N:7]=2)[CH2:14]1)(=[O:23])[CH3:21]. (4) Given the reactants [C:1]([C:4]1[CH:9]=[CH:8][CH:7]=[CH:6][C:5]=1[S:10][C:11]1[CH:19]=[CH:18][C:17]([C:20]([F:23])([F:22])[F:21])=[CH:16][C:12]=1[C:13](O)=[O:14])(O)=[O:2].C(C1C=CC=C([N+]([O-])=O)C=1SC1C=CC(F)=CC=1C(O)=O)(O)=O.B, predict the reaction product. The product is: [OH:14][CH2:13][C:12]1[CH:16]=[C:17]([C:20]([F:21])([F:22])[F:23])[CH:18]=[CH:19][C:11]=1[S:10][C:5]1[CH:6]=[CH:7][CH:8]=[CH:9][C:4]=1[CH2:1][OH:2]. (5) Given the reactants [CH2:1]([N:8]1[C:17](=[O:18])[C:16]2[C:11](=[CH:12][C:13]([Cl:19])=[CH:14][CH:15]=2)[N:10]=[C:9]1[CH:20]([N:24]1[C:30](=[O:31])[CH2:29][CH2:28][NH:27][CH2:26][CH2:25]1)[CH:21]([CH3:23])[CH3:22])[C:2]1[CH:7]=[CH:6][CH:5]=[CH:4][CH:3]=1.[CH2:32](Br)[C:33]1[CH:38]=[CH:37][CH:36]=[CH:35][CH:34]=1.CCN(CC)CC, predict the reaction product. The product is: [CH2:1]([N:8]1[C:17](=[O:18])[C:16]2[C:11](=[CH:12][C:13]([Cl:19])=[CH:14][CH:15]=2)[N:10]=[C:9]1[CH:20]([N:24]1[C:30](=[O:31])[CH2:29][CH2:28][N:27]([CH2:32][C:33]2[CH:38]=[CH:37][CH:36]=[CH:35][CH:34]=2)[CH2:26][CH2:25]1)[CH:21]([CH3:23])[CH3:22])[C:2]1[CH:7]=[CH:6][CH:5]=[CH:4][CH:3]=1.